From a dataset of Full USPTO retrosynthesis dataset with 1.9M reactions from patents (1976-2016). Predict the reactants needed to synthesize the given product. (1) Given the product [CH:36]1([CH2:37][NH:33][C:13]2[C:14]3[C:19]([CH3:21])([CH3:20])[C:18](=[O:22])[NH:17][C:15]=3[N:16]=[C:11]([C:10]3[C:4]4[C:5](=[N:6][CH:7]=[C:2]([F:1])[CH:3]=4)[N:8]([CH2:24][C:25]4[C:30]([F:31])=[CH:29][CH:28]=[CH:27][N:26]=4)[N:9]=3)[N:12]=2)[CH2:34][CH2:35]1, predict the reactants needed to synthesize it. The reactants are: [F:1][C:2]1[CH:3]=[C:4]2[C:10]([C:11]3[N:12]=[C:13](I)[C:14]4[C:19]([CH3:21])([CH3:20])[C:18](=[O:22])[NH:17][C:15]=4[N:16]=3)=[N:9][N:8]([CH2:24][C:25]3[C:30]([F:31])=[CH:29][CH:28]=[CH:27][N:26]=3)[C:5]2=[N:6][CH:7]=1.C[N:33]1[CH2:37][CH2:36][CH2:35][C:34]1=O. (2) Given the product [F:17][C:12]1[CH:13]=[CH:14][CH:15]=[C:16]2[C:11]=1[C:10]([NH2:18])=[N:9][C:8]2([C:19]1[CH:24]=[CH:23][N:22]=[C:21]([O:25][CH3:26])[CH:20]=1)[C:4]1[CH:5]=[CH:6][CH:7]=[C:2]([C:31]2[CH:32]=[N:27][CH:28]=[N:29][CH:30]=2)[CH:3]=1, predict the reactants needed to synthesize it. The reactants are: Br[C:2]1[CH:3]=[C:4]([C:8]2([C:19]3[CH:24]=[CH:23][N:22]=[C:21]([O:25][CH3:26])[CH:20]=3)[C:16]3[C:11](=[C:12]([F:17])[CH:13]=[CH:14][CH:15]=3)[C:10]([NH2:18])=[N:9]2)[CH:5]=[CH:6][CH:7]=1.[N:27]1[CH:32]=[C:31](B(O)O)[CH:30]=[N:29][CH:28]=1.C(=O)([O-])[O-].[Cs+].[Cs+].